From a dataset of Forward reaction prediction with 1.9M reactions from USPTO patents (1976-2016). Predict the product of the given reaction. (1) Given the reactants [Br:1][CH2:2][CH2:3][C:4]1[CH:13]=[CH:12][C:11]2[C:6](=[CH:7][CH:8]=[CH:9][CH:10]=2)[CH:5]=1.[S:14](=O)(=[O:17])([OH:16])[OH:15], predict the reaction product. The product is: [Br:1][CH2:2][CH2:3][C:4]1[CH:13]=[CH:12][C:11]2[C:6](=[CH:7][CH:8]=[CH:9][CH:10]=2)[C:5]=1[S:14]([OH:17])(=[O:16])=[O:15]. (2) Given the reactants [C:1]([N:5]1[C:9]([C:10]2[CH:15]=[CH:14][C:13]([O:16][CH3:17])=[CH:12][CH:11]=2)=[CH:8][C:7]([CH2:18][CH2:19][CH:20]=O)=[N:6]1)([CH3:4])([CH3:3])[CH3:2].[Cl:22][C:23]1[CH:28]=[CH:27][C:26]([N:29]2[CH2:34][CH2:33][NH:32][CH2:31][CH2:30]2)=[CH:25][CH:24]=1.CCN(C(C)C)C(C)C, predict the reaction product. The product is: [C:1]([N:5]1[C:9]([C:10]2[CH:15]=[CH:14][C:13]([O:16][CH3:17])=[CH:12][CH:11]=2)=[CH:8][C:7]([CH2:18][CH2:19][CH2:20][N:32]2[CH2:31][CH2:30][N:29]([C:26]3[CH:25]=[CH:24][C:23]([Cl:22])=[CH:28][CH:27]=3)[CH2:34][CH2:33]2)=[N:6]1)([CH3:3])([CH3:2])[CH3:4]. (3) Given the reactants [Br:1][C:2]1[C:7]([N+:8]([O-])=O)=[CH:6][N:5]=[C:4]([C:11]([CH3:17])([CH3:16])[C:12]([F:15])([F:14])[F:13])[CH:3]=1.O.O.[Sn](Cl)Cl.C([O-])(O)=O.[Na+], predict the reaction product. The product is: [Br:1][C:2]1[CH:3]=[C:4]([C:11]([CH3:16])([CH3:17])[C:12]([F:13])([F:14])[F:15])[N:5]=[CH:6][C:7]=1[NH2:8].